From a dataset of Full USPTO retrosynthesis dataset with 1.9M reactions from patents (1976-2016). Predict the reactants needed to synthesize the given product. (1) Given the product [CH3:1][C:2]1[CH:3]=[C:4]([N+:11]([O-:13])=[O:12])[CH:5]=[C:6]2[C:10]=1[N:9]([CH2:15][C:16]1[CH:21]=[CH:20][C:19]([CH:22]3[CH2:23][CH2:24][N:25]([C:28]([O:30][C:31]([CH3:34])([CH3:33])[CH3:32])=[O:29])[CH2:26][CH2:27]3)=[CH:18][N:17]=1)[CH:8]=[CH:7]2, predict the reactants needed to synthesize it. The reactants are: [CH3:1][C:2]1[CH:3]=[C:4]([N+:11]([O-:13])=[O:12])[CH:5]=[C:6]2[C:10]=1[NH:9][CH:8]=[CH:7]2.O[CH2:15][C:16]1[CH:21]=[CH:20][C:19]([CH:22]2[CH2:27][CH2:26][N:25]([C:28]([O:30][C:31]([CH3:34])([CH3:33])[CH3:32])=[O:29])[CH2:24][CH2:23]2)=[CH:18][N:17]=1. (2) Given the product [NH2:23][C:21]1[N:20]=[CH:19][N:18]=[C:17]2[N:16]([CH:39]3[CH2:35][CH2:36][N:37]([C:40]([O:42][C:43]([CH3:46])([CH3:45])[CH3:44])=[O:41])[CH2:38]3)[N:15]=[C:14]([C:11]3[CH:12]=[CH:13][C:8]([O:1][C:2]4[CH:7]=[CH:6][CH:5]=[CH:4][CH:3]=4)=[CH:9][CH:10]=3)[C:22]=12, predict the reactants needed to synthesize it. The reactants are: [O:1]([C:8]1[CH:13]=[CH:12][C:11]([C:14]2[C:22]3[C:17](=[N:18][CH:19]=[N:20][C:21]=3[NH2:23])[NH:16][N:15]=2)=[CH:10][CH:9]=1)[C:2]1[CH:7]=[CH:6][CH:5]=[CH:4][CH:3]=1.CC1C=CC(S(O[CH:35]2[CH2:39][CH2:38][N:37]([C:40]([O:42][C:43]([CH3:46])([CH3:45])[CH3:44])=[O:41])[CH2:36]2)(=O)=O)=CC=1.C(=O)([O-])[O-].[Cs+].[Cs+].